Dataset: Forward reaction prediction with 1.9M reactions from USPTO patents (1976-2016). Task: Predict the product of the given reaction. Given the reactants B.[CH2:2]([O:4][C:5]([C:7]1[O:11][C:10]([CH2:12][C:13](OC)=[O:14])=[C:9]([C:17]([O:19][CH3:20])=[O:18])[CH:8]=1)=[O:6])[CH3:3], predict the reaction product. The product is: [OH:14][CH2:13][CH2:12][C:10]1[O:11][C:7]([C:5]([O:4][CH2:2][CH3:3])=[O:6])=[CH:8][C:9]=1[C:17]([O:19][CH3:20])=[O:18].